From a dataset of Full USPTO retrosynthesis dataset with 1.9M reactions from patents (1976-2016). Predict the reactants needed to synthesize the given product. (1) Given the product [CH3:5][N:4]([CH2:6][CH2:7][CH2:8][CH2:9][CH2:10][C:11]([O-:13])=[O:12])[CH2:3][CH2:2][NH:1][C:37](=[O:38])[CH:15]([NH:14][C:47]([O:49][C:50]([CH3:52])([CH3:51])[CH3:53])=[O:48])[CH2:16][S:17][C:18]([C:25]1[CH:26]=[CH:27][CH:28]=[CH:29][CH:30]=1)([C:31]1[CH:36]=[CH:35][CH:34]=[CH:33][CH:32]=1)[C:19]1[CH:20]=[CH:21][CH:22]=[CH:23][CH:24]=1.[Na+:58], predict the reactants needed to synthesize it. The reactants are: [NH2:1][CH2:2][CH2:3][N:4]([CH2:6][CH2:7][CH2:8][CH2:9][CH2:10][C:11]([OH:13])=[O:12])[CH3:5].[NH:14]([C:47]([O:49][C:50]([CH3:53])([CH3:52])[CH3:51])=[O:48])[C@H:15]([C:37](ON1C(=O)CCC1=O)=[O:38])[CH2:16][S:17][C:18]([C:31]1[CH:36]=[CH:35][CH:34]=[CH:33][CH:32]=1)([C:25]1[CH:30]=[CH:29][CH:28]=[CH:27][CH:26]=1)[C:19]1[CH:24]=[CH:23][CH:22]=[CH:21][CH:20]=1.C([O-])([O-])=O.[Na+:58].[Na+]. (2) Given the product [F:27][C:21]1[CH:20]=[C:19]([C:8]2[C:7]([CH3:2])=[C:11]([NH:12][C:13]([C@@H:15]3[CH2:17][C@H:16]3[CH3:18])=[O:14])[S:10][N:9]=2)[CH:24]=[CH:23][C:22]=1[O:25][CH3:26], predict the reactants needed to synthesize it. The reactants are: [Sn](C)(C)(C)[CH3:2].Br[C:7]1[C:8]([C:19]2[CH:24]=[CH:23][C:22]([O:25][CH3:26])=[C:21]([F:27])[CH:20]=2)=[N:9][S:10][C:11]=1[NH:12][C:13]([C@@H:15]1[CH2:17][C@H:16]1[CH3:18])=[O:14]. (3) The reactants are: [C:1]([O:5][C:6](=[O:20])[NH:7][C:8]1[CH:13]=[C:12]([C:14]([F:17])([F:16])[F:15])[C:11]([Cl:18])=[CH:10][C:9]=1[NH2:19])([CH3:4])([CH3:3])[CH3:2].C([O:25][C:26](=O)[CH2:27][C:28](=[O:41])[C:29]1[CH:34]=[CH:33][CH:32]=[C:31]([C:35]2[CH:40]=[N:39][CH:38]=[CH:37][N:36]=2)[CH:30]=1)(C)(C)C. Given the product [C:1]([O:5][C:6](=[O:20])[NH:7][C:8]1[CH:13]=[C:12]([C:14]([F:17])([F:16])[F:15])[C:11]([Cl:18])=[CH:10][C:9]=1[NH:19][C:26](=[O:25])[CH2:27][C:28](=[O:41])[C:29]1[CH:34]=[CH:33][CH:32]=[C:31]([C:35]2[CH:40]=[N:39][CH:38]=[CH:37][N:36]=2)[CH:30]=1)([CH3:4])([CH3:2])[CH3:3], predict the reactants needed to synthesize it. (4) Given the product [CH:21]1([C:19]2[CH:18]=[C:17]([F:24])[C:14]3[C:15](=[O:16])[N:9]([CH2:8][C:5]4[CH:6]=[CH:7][C:2]([B:29]5[O:30][C:31]([CH3:33])([CH3:32])[C:27]([CH3:43])([CH3:26])[O:28]5)=[CH:3][C:4]=4[F:25])[CH2:10][CH2:11][O:12][C:13]=3[CH:20]=2)[CH2:23][CH2:22]1, predict the reactants needed to synthesize it. The reactants are: Br[C:2]1[CH:7]=[CH:6][C:5]([CH2:8][N:9]2[C:15](=[O:16])[C:14]3[C:17]([F:24])=[CH:18][C:19]([CH:21]4[CH2:23][CH2:22]4)=[CH:20][C:13]=3[O:12][CH2:11][CH2:10]2)=[C:4]([F:25])[CH:3]=1.[CH3:26][C:27]1([CH3:43])[C:31]([CH3:33])([CH3:32])[O:30][B:29]([B:29]2[O:30][C:31]([CH3:33])([CH3:32])[C:27]([CH3:43])([CH3:26])[O:28]2)[O:28]1.C(Cl)Cl.CC([O-])=O.[K+]. (5) Given the product [F:1][C:2]1([F:13])[O:6][C:5]2[CH:7]=[CH:8][C:9]([CH2:11][NH:24][CH2:23][CH2:22][C:18]3[CH:19]=[CH:20][CH:21]=[C:16]([C:15]([F:14])([F:25])[F:26])[CH:17]=3)=[CH:10][C:4]=2[O:3]1, predict the reactants needed to synthesize it. The reactants are: [F:1][C:2]1([F:13])[O:6][C:5]2[CH:7]=[CH:8][C:9]([CH:11]=O)=[CH:10][C:4]=2[O:3]1.[F:14][C:15]([F:26])([F:25])[C:16]1[CH:17]=[C:18]([CH2:22][CH2:23][NH2:24])[CH:19]=[CH:20][CH:21]=1.[BH4-].[Na+].